Dataset: Reaction yield outcomes from USPTO patents with 853,638 reactions. Task: Predict the reaction yield, written as a fraction of the theoretical maximum amount of product (1.0 means a 100% yield; for example, 0.34 means a 34% yield). (1) The yield is 0.790. The reactants are [Cl:1][C:2]1[N:3]=[C:4]2[C:9](=[CH:10][CH:11]=1)[N:8]=[CH:7][C:6]([CH:12]=O)=[C:5]2[NH:14][C:15]1[CH:20]=[CH:19][C:18]([C:21]([CH3:25])([CH3:24])[C:22]#[N:23])=[CH:17][CH:16]=1.C(O[C:30](=[O:32])[CH3:31])(=O)C. The product is [Cl:1][C:2]1[N:3]=[C:4]2[C:9](=[CH:10][CH:11]=1)[N:8]=[CH:7][C:6]1[CH:12]=[CH:31][C:30](=[O:32])[N:14]([C:15]3[CH:20]=[CH:19][C:18]([C:21]([CH3:25])([CH3:24])[C:22]#[N:23])=[CH:17][CH:16]=3)[C:5]2=1. The catalyst is CN(C)C(=O)C. (2) The reactants are [C:1]1([N:7]([CH2:22][C:23]2[CH:28]=[CH:27][C:26]([NH:29][C:30]([C@@H:32]3[CH2:36][CH2:35][CH2:34][NH:33]3)=[O:31])=[CH:25][CH:24]=2)[CH2:8][C:9]2[CH:14]=[CH:13][C:12](/[CH:15]=[CH:16]/[C@@H:17]3[CH2:21][CH2:20][CH2:19][NH:18]3)=[CH:11][CH:10]=2)[CH:6]=[CH:5][CH:4]=[CH:3][CH:2]=1.[CH3:37][O:38][C:39]([NH:41][C@@H:42]([C:46]([CH3:49])([CH3:48])[CH3:47])[C:43](O)=[O:44])=[O:40]. No catalyst specified. The product is [CH3:37][O:38][C:39]([NH:41][C@H:42]([C:43]([N:33]1[CH2:34][CH2:35][CH2:36][C@H:32]1[C:30]([NH:29][C:26]1[CH:25]=[CH:24][C:23]([CH2:22][N:7]([CH2:8][C:9]2[CH:10]=[CH:11][C:12](/[CH:15]=[CH:16]/[C@@H:17]3[CH2:21][CH2:20][CH2:19][N:18]3[C:43](=[O:44])[C@H:42]([C:46]([CH3:49])([CH3:48])[CH3:47])[NH:41][C:39]([O:38][CH3:37])=[O:40])=[CH:13][CH:14]=2)[C:1]2[CH:2]=[CH:3][CH:4]=[CH:5][CH:6]=2)=[CH:28][CH:27]=1)=[O:31])=[O:44])[C:46]([CH3:47])([CH3:48])[CH3:49])=[O:40]. The yield is 0.550. (3) The reactants are Br[C:2]1[C:3]([O:14][CH3:15])=[C:4]([C:8]2[CH:13]=[CH:12][CH:11]=[CH:10][CH:9]=2)[CH:5]=[CH:6][CH:7]=1.C([Li])CCC.[CH2:21]([O:28][C:29]1[C:34]([C:35]([CH3:38])([CH3:37])[CH3:36])=[CH:33][CH:32]=[CH:31][C:30]=1[C:39]([C:41]1[CH:46]=[CH:45][CH:44]=[CH:43][CH:42]=1)=[O:40])[C:22]1[CH:27]=[CH:26][CH:25]=[CH:24][CH:23]=1.[Cl-].[NH4+]. The catalyst is O1CCCC1. The product is [CH2:21]([O:28][C:29]1[C:34]([C:35]([CH3:38])([CH3:37])[CH3:36])=[CH:33][CH:32]=[CH:31][C:30]=1[C:39]([C:2]1[C:3]([O:14][CH3:15])=[C:4]([C:8]2[CH:13]=[CH:12][CH:11]=[CH:10][CH:9]=2)[CH:5]=[CH:6][CH:7]=1)([C:41]1[CH:42]=[CH:43][CH:44]=[CH:45][CH:46]=1)[OH:40])[C:22]1[CH:23]=[CH:24][CH:25]=[CH:26][CH:27]=1. The yield is 0.430.